From a dataset of Full USPTO retrosynthesis dataset with 1.9M reactions from patents (1976-2016). Predict the reactants needed to synthesize the given product. (1) Given the product [CH2:7]([O:6][P:4]([CH:9]([CH2:20][C:21]1[N:22]=[CH:23][S:24][CH:25]=1)[C:10]([O:12][C:13]([CH3:14])([CH3:16])[CH3:15])=[O:11])([O:3][CH2:1][CH3:2])=[O:5])[CH3:8], predict the reactants needed to synthesize it. The reactants are: [CH2:1]([O:3][P:4]([CH2:9][C:10]([O:12][C:13]([CH3:16])([CH3:15])[CH3:14])=[O:11])([O:6][CH2:7][CH3:8])=[O:5])[CH3:2].[H-].[Na+].Br[CH2:20][C:21]1[N:22]=[CH:23][S:24][CH:25]=1. (2) Given the product [Br:8][C:9]1[C:14]([CH2:15][CH2:16][CH:17]2[CH2:21][CH2:20][CH2:19][NH:18]2)=[C:13]([C:12]([NH:33][C:34](=[O:39])[C:35]([CH3:37])([CH3:38])[CH3:36])=[CH:11][CH:10]=1)[C:29]([O:31][CH3:32])=[O:30], predict the reactants needed to synthesize it. The reactants are: FC(F)(F)C(O)=O.[Br:8][C:9]1[C:14]([CH2:15][CH2:16][CH:17]2[CH2:21][CH2:20][CH2:19][N:18]2C(OC(C)(C)C)=O)=[C:13]([C:29]([O:31][CH3:32])=[O:30])[C:12]([NH:33][C:34](=[O:39])[C:35]([CH3:38])([CH3:37])[CH3:36])=[CH:11][CH:10]=1. (3) The reactants are: Br[C:2]1[CH:3]=[N:4][CH:5]=[C:6]2[C:11]=1[N:10]=[C:9]([C:12]([NH:14][CH2:15][C:16]([CH3:19])([CH3:18])[CH3:17])=[O:13])[CH:8]=[CH:7]2.[F:20][C:21]1[CH:22]=[C:23](B(O)O)[CH:24]=[CH:25][C:26]=1[F:27].C(=O)([O-])[O-].[Cs+].[Cs+]. Given the product [F:20][C:21]1[CH:22]=[C:23]([C:2]2[CH:3]=[N:4][CH:5]=[C:6]3[C:11]=2[N:10]=[C:9]([C:12]([NH:14][CH2:15][C:16]([CH3:19])([CH3:18])[CH3:17])=[O:13])[CH:8]=[CH:7]3)[CH:24]=[CH:25][C:26]=1[F:27], predict the reactants needed to synthesize it.